This data is from Catalyst prediction with 721,799 reactions and 888 catalyst types from USPTO. The task is: Predict which catalyst facilitates the given reaction. (1) Reactant: F[C:2](F)(F)[C:3]([NH:5][C:6]1[CH:16]=[CH:15][C:9]([C:10]([O:12][CH2:13][CH3:14])=[O:11])=[CH:8][CH:7]=1)=O.[CH3:19][O:20]CCO.N(C(OC(C)C)=O)=NC(OC(C)C)=O. Product: [CH3:19][O:20][CH2:2][CH2:3][NH:5][C:6]1[CH:16]=[CH:15][C:9]([C:10]([O:12][CH2:13][CH3:14])=[O:11])=[CH:8][CH:7]=1. The catalyst class is: 1. (2) Reactant: [NH2:1][C@@H:2]1[CH2:7][CH2:6][C@H:5]([NH:8][C:9]2[CH:14]=[C:13]([N:15]([CH3:17])[CH3:16])[C:12]([CH3:18])=[CH:11][N:10]=2)[CH2:4][CH2:3]1.CCN(CC)CC.[Cl:26][C:27]1[CH:28]=[C:29]([S:34](Cl)(=[O:36])=[O:35])[CH:30]=[CH:31][C:32]=1[F:33].C([O-])(O)=O.[Na+]. Product: [ClH:26].[Cl:26][C:27]1[CH:28]=[C:29]([S:34]([NH:1][C@H:2]2[CH2:3][CH2:4][C@@H:5]([NH:8][C:9]3[CH:14]=[C:13]([N:15]([CH3:17])[CH3:16])[C:12]([CH3:18])=[CH:11][N:10]=3)[CH2:6][CH2:7]2)(=[O:35])=[O:36])[CH:30]=[CH:31][C:32]=1[F:33]. The catalyst class is: 22.